From a dataset of Full USPTO retrosynthesis dataset with 1.9M reactions from patents (1976-2016). Predict the reactants needed to synthesize the given product. (1) Given the product [Si:1]([O:8][CH2:9][C:10]1[C:11]([C:16](=[O:18])/[CH:17]=[CH:21]/[N:22]([CH3:24])[CH3:23])=[N:12][CH:13]=[CH:14][CH:15]=1)([C:4]([CH3:7])([CH3:6])[CH3:5])([CH3:3])[CH3:2], predict the reactants needed to synthesize it. The reactants are: [Si:1]([O:8][CH2:9][C:10]1[C:11]([C:16](=[O:18])[CH3:17])=[N:12][CH:13]=[CH:14][CH:15]=1)([C:4]([CH3:7])([CH3:6])[CH3:5])([CH3:3])[CH3:2].CO[CH:21](OC)[N:22]([CH3:24])[CH3:23]. (2) Given the product [OH:49][CH2:48][CH2:47][NH:46][S:43]([C:41]1[S:42][C:38]([C:9]2[CH:8]=[CH:7][N:6]=[C:5]3[NH:19][C:2]([CH3:1])=[CH:3][C:4]=23)=[CH:39][CH:40]=1)(=[O:45])=[O:44], predict the reactants needed to synthesize it. The reactants are: [CH3:1][C:2]1[N:19](S(C2C=CC=CC=2)(=O)=O)[C:5]2=[N:6][CH:7]=[CH:8][C:9](B3OC(C)(C)C(C)(C)O3)=[C:4]2[CH:3]=1.[O-]P([O-])([O-])=O.[K+].[K+].[K+].Br[C:38]1[S:42][C:41]([S:43]([NH:46][CH2:47][CH2:48][OH:49])(=[O:45])=[O:44])=[CH:40][CH:39]=1.[OH-].[Na+]. (3) Given the product [C:1]([O:5][C:6](=[O:18])[NH:7][C:8]1([C:11]2[CH:16]=[CH:15][C:14]([S:20][CH3:19])=[CH:13][N:12]=2)[CH2:10][CH2:9]1)([CH3:4])([CH3:3])[CH3:2], predict the reactants needed to synthesize it. The reactants are: [C:1]([O:5][C:6](=[O:18])[NH:7][C:8]1([C:11]2[CH:16]=[CH:15][C:14](I)=[CH:13][N:12]=2)[CH2:10][CH2:9]1)([CH3:4])([CH3:3])[CH3:2].[CH3:19][S-:20].[Na+].CC1(C)C2C(=C(P(C3C=CC=CC=3)C3C=CC=CC=3)C=CC=2)OC2C(P(C3C=CC=CC=3)C3C=CC=CC=3)=CC=CC1=2.CCN(CC)CC. (4) Given the product [Cl:1][C:2]1[CH:7]=[CH:6][CH:5]=[CH:4][C:3]=1[C:8]1[C:16]2[C:11](=[N:12][C:13]([O:22][C:23]3[CH:28]=[CH:27][C:26]([F:29])=[CH:25][C:24]=3[F:30])=[N:14][C:15]=2[NH:17][CH2:18][CH:19]([OH:21])[CH3:20])[N:10]([CH2:31][O:32][C:49](=[O:55])[CH2:50][CH2:51][C:52]([OH:54])=[O:53])[N:9]=1, predict the reactants needed to synthesize it. The reactants are: [Cl:1][C:2]1[CH:7]=[CH:6][CH:5]=[CH:4][C:3]=1[C:8]1[C:16]2[C:11](=[N:12][C:13]([O:22][C:23]3[CH:28]=[CH:27][C:26]([F:29])=[CH:25][C:24]=3[F:30])=[N:14][C:15]=2[NH:17][CH2:18][CH:19]([OH:21])[CH3:20])[N:10]([CH2:31][OH:32])[N:9]=1.C(NC(C)C)(C)C.CN(C1C=CC=CN=1)C.[C:49]1(=[O:55])[O:54][C:52](=[O:53])[CH2:51][CH2:50]1. (5) Given the product [NH:7]([C:8]1[CH:13]=[CH:12][CH:11]=[C:10]([C:14]#[C:15][C:45]2[CH:50]=[CH:49][C:48]([O:51][CH:52]([F:54])[F:53])=[CH:47][CH:46]=2)[CH:9]=1)[C:1]1[CH:2]=[CH:3][CH:4]=[CH:5][CH:6]=1, predict the reactants needed to synthesize it. The reactants are: [C:1]1([NH:7][C:8]2[CH:13]=[CH:12][CH:11]=[C:10]([C:14]#[C:15][Si](C(C)C)(C(C)C)C(C)C)[CH:9]=2)[CH:6]=[CH:5][CH:4]=[CH:3][CH:2]=1.[F-].C([N+](CCCC)(CCCC)CCCC)CCC.Br[C:45]1[CH:50]=[CH:49][C:48]([O:51][CH:52]([F:54])[F:53])=[CH:47][CH:46]=1.C(N(CC)CC)C. (6) The reactants are: Br[CH:2]([C:16]1[CH:21]=[CH:20][C:19]([F:22])=[CH:18][CH:17]=1)[C:3]([C:5]1[CH:6]=[CH:7][C:8]2[O:13][CH2:12][C:11](=[O:14])[NH:10][C:9]=2[CH:15]=1)=O.[Br-].[I:24][C:25]1[CH:50]=[CH:49][C:28]([CH2:29][P+](C2C=CC=CC=2)(C2C=CC=CC=2)C2C=CC=CC=2)=[C:27]([SH:51])[CH:26]=1. Given the product [F:22][C:19]1[CH:20]=[CH:21][C:16]([CH:2]2[C:3]([C:5]3[CH:6]=[CH:7][C:8]4[O:13][CH2:12][C:11](=[O:14])[NH:10][C:9]=4[CH:15]=3)=[CH:29][C:28]3[C:27](=[CH:26][C:25]([I:24])=[CH:50][CH:49]=3)[S:51]2)=[CH:17][CH:18]=1, predict the reactants needed to synthesize it. (7) The reactants are: [F:1][C:2]1[CH:33]=[CH:32][C:5]([C:6]([CH:8]2[CH2:13][CH2:12][N:11]([CH2:14][CH2:15][CH:16]3[CH2:21][CH2:20][CH:19]([NH:22][C:23]([C:25]4[CH:30]=[CH:29][C:28](Br)=[CH:27][N:26]=4)=[O:24])[CH2:18][CH2:17]3)[CH2:10][CH2:9]2)=[O:7])=[CH:4][CH:3]=1.[CH3:34][N:35]1[CH2:40][CH2:39][NH:38][CH2:37][CH2:36]1.C1(P(C2C=CC=CC=2)C2C3OC4C(=CC=CC=4P(C4C=CC=CC=4)C4C=CC=CC=4)C(C)(C)C=3C=CC=2)C=CC=CC=1.C(=O)([O-])[O-].[Cs+].[Cs+].O. Given the product [F:1][C:2]1[CH:33]=[CH:32][C:5]([C:6]([CH:8]2[CH2:13][CH2:12][N:11]([CH2:14][CH2:15][CH:16]3[CH2:21][CH2:20][CH:19]([NH:22][C:23]([C:25]4[CH:30]=[CH:29][C:28]([N:38]5[CH2:39][CH2:40][N:35]([CH3:34])[CH2:36][CH2:37]5)=[CH:27][N:26]=4)=[O:24])[CH2:18][CH2:17]3)[CH2:10][CH2:9]2)=[O:7])=[CH:4][CH:3]=1, predict the reactants needed to synthesize it. (8) Given the product [CH:22]([O:25][C:26]1[CH:34]=[CH:33][C:29]([C:30]([N:19]2[CH2:20][CH2:21][C:5]3([N:4]([CH3:3])[CH2:9][CH2:8][N:7]4[C:10]([C:13]([F:14])([F:15])[F:16])=[CH:11][CH:12]=[C:6]34)[CH2:17][CH2:18]2)=[O:31])=[CH:28][C:27]=1[O:35][CH3:36])([CH3:24])[CH3:23], predict the reactants needed to synthesize it. The reactants are: Cl.Cl.[CH3:3][N:4]1[CH2:9][CH2:8][N:7]2[C:10]([C:13]([F:16])([F:15])[F:14])=[CH:11][CH:12]=[C:6]2[C:5]21[CH2:21][CH2:20][NH:19][CH2:18][CH2:17]2.[CH:22]([O:25][C:26]1[CH:34]=[CH:33][C:29]([C:30](O)=[O:31])=[CH:28][C:27]=1[O:35][CH3:36])([CH3:24])[CH3:23].CN(C(ON1N=NC2C=CC=NC1=2)=[N+](C)C)C.F[P-](F)(F)(F)(F)F.CCN(CC)CC. (9) Given the product [CH3:25][N:2]([CH3:1])[CH2:3][CH2:4]/[CH:5]=[CH:6]\[C:7]1[S:15][C:14]2[C:9](=[N:10][CH:11]=[CH:12][C:13]=2[O:16][C:17]2[CH:23]=[CH:22][C:20]([NH:21][C:30](=[O:31])[CH2:29][C:28]([N:27]([CH3:26])[C:34]3[CH:35]=[CH:36][CH:37]=[CH:38][CH:39]=3)=[O:33])=[CH:19][C:18]=2[F:24])[CH:8]=1, predict the reactants needed to synthesize it. The reactants are: [CH3:1][N:2]([CH3:25])[CH2:3][CH2:4]/[CH:5]=[CH:6]\[C:7]1[S:15][C:14]2[C:9](=[N:10][CH:11]=[CH:12][C:13]=2[O:16][C:17]2[CH:23]=[CH:22][C:20]([NH2:21])=[CH:19][C:18]=2[F:24])[CH:8]=1.[CH3:26][N:27]([C:34]1[CH:39]=[CH:38][CH:37]=[CH:36][CH:35]=1)[C:28](=[O:33])[CH2:29][C:30](O)=[O:31].C(Cl)CCl.